From a dataset of Full USPTO retrosynthesis dataset with 1.9M reactions from patents (1976-2016). Predict the reactants needed to synthesize the given product. (1) Given the product [O:3]=[C:4]1[CH:5]=[C:6]([C@H:8]2[CH2:13][CH2:12][N:11]([C:14]([O:16][CH3:17])=[O:15])[C@@H:10]([CH2:18][C:19]3[CH:24]=[CH:23][CH:22]=[C:21]([C:25]([F:28])([F:27])[F:26])[CH:20]=3)[CH2:9]2)[O:7][NH:33]1, predict the reactants needed to synthesize it. The reactants are: C([O:3][C:4](=O)[CH2:5][C:6]([C@H:8]1[CH2:13][CH2:12][N:11]([C:14]([O:16][CH3:17])=[O:15])[C@@H:10]([CH2:18][C:19]2[CH:24]=[CH:23][CH:22]=[C:21]([C:25]([F:28])([F:27])[F:26])[CH:20]=2)[CH2:9]1)=[O:7])C.[OH-].[Na+].Cl.[NH2:33]O.Cl. (2) Given the product [CH2:1]([O:3][C:4]1[CH:5]=[C:6]([CH:9]=[C:10]([O:13][CH3:14])[C:11]=1[OH:12])[C:7]([OH:16])=[O:8])[CH3:2], predict the reactants needed to synthesize it. The reactants are: [CH2:1]([O:3][C:4]1[CH:5]=[C:6]([CH:9]=[C:10]([O:13][CH3:14])[C:11]=1[OH:12])[CH:7]=[O:8])[CH3:2].P([O-])(O)(O)=[O:16].[Na+].S(N)(=O)(=O)O.Cl([O-])=O.[Na+].Cl. (3) Given the product [CH3:32][C:2]1([CH3:1])[CH2:11][CH:10]=[C:9]([S:12]([C:13]2[CH:18]=[CH:17][CH:16]=[CH:15][CH:14]=2)(=[O:38])=[O:44])[C:8]2[C:7](/[CH:19]=[CH:20]/[C:21]3[CH:22]=[CH:23][C:24]([C:25]([O:27][CH2:28][CH3:29])=[O:26])=[CH:30][CH:31]=3)=[CH:6][CH:5]=[CH:4][C:3]1=2, predict the reactants needed to synthesize it. The reactants are: [CH3:1][C:2]1([CH3:32])[CH2:11][CH:10]=[C:9]([S:12][C:13]2[CH:18]=[CH:17][CH:16]=[CH:15][CH:14]=2)[C:8]2[C:7](/[CH:19]=[CH:20]/[C:21]3[CH:31]=[CH:30][C:24]([C:25]([O:27][CH2:28][CH3:29])=[O:26])=[CH:23][CH:22]=3)=[CH:6][CH:5]=[CH:4][C:3]1=2.ClC1C=C(C=CC=1)C(OO)=[O:38].[OH2:44]. (4) Given the product [Br:1][C:2]1[C:3]2[C:4](=[CH:8][N:9]=[CH:20][CH:21]=2)[S:5][C:6]=1[CH3:7], predict the reactants needed to synthesize it. The reactants are: [Br:1][C:2]1[CH:3]=[C:4]([CH2:8][N:9]([CH2:20][CH:21](OC)OC)S(C2C=CC(C)=CC=2)(=O)=O)[S:5][C:6]=1[CH3:7].Cl.[OH-].[Na+].